From a dataset of Peptide-MHC class I binding affinity with 185,985 pairs from IEDB/IMGT. Regression. Given a peptide amino acid sequence and an MHC pseudo amino acid sequence, predict their binding affinity value. This is MHC class I binding data. (1) The MHC is HLA-A68:02 with pseudo-sequence HLA-A68:02. The peptide sequence is LLSVGVGIYL. The binding affinity (normalized) is 0.0844. (2) The peptide sequence is IMRMCHEGINP. The MHC is H-2-Db with pseudo-sequence H-2-Db. The binding affinity (normalized) is 0. (3) The peptide sequence is LYAVTTAVL. The MHC is HLA-A24:03 with pseudo-sequence HLA-A24:03. The binding affinity (normalized) is 0.811. (4) The peptide sequence is KTFSAHNLF. The MHC is HLA-B27:05 with pseudo-sequence HLA-B27:05. The binding affinity (normalized) is 0.0847. (5) The peptide sequence is RAMAWTVVNSI. The binding affinity (normalized) is 0.175. The MHC is HLA-A68:02 with pseudo-sequence HLA-A68:02. (6) The peptide sequence is ISSMLNIMNR. The MHC is HLA-A31:01 with pseudo-sequence HLA-A31:01. The binding affinity (normalized) is 0.645.